Dataset: Forward reaction prediction with 1.9M reactions from USPTO patents (1976-2016). Task: Predict the product of the given reaction. (1) Given the reactants [F:1][C:2]1[CH:3]=[C:4]2[C:9](=[CH:10][CH:11]=1)[N:8]=[C:7]([NH:12][C:13](=[O:17])OCC)[C:6]([O:18][CH3:19])=[N:5]2.[N+:20]([C:23]1[CH:28]=[CH:27][C:26]([N:29]2[CH2:34][CH2:33][NH:32][CH2:31][CH2:30]2)=[CH:25][CH:24]=1)([O-:22])=[O:21], predict the reaction product. The product is: [F:1][C:2]1[CH:3]=[C:4]2[C:9](=[CH:10][CH:11]=1)[N:8]=[C:7]([NH:12][C:13]([N:32]1[CH2:33][CH2:34][N:29]([C:26]3[CH:25]=[CH:24][C:23]([N+:20]([O-:22])=[O:21])=[CH:28][CH:27]=3)[CH2:30][CH2:31]1)=[O:17])[C:6]([O:18][CH3:19])=[N:5]2. (2) Given the reactants [Li][CH:2](CC)C.C1CCCCC1.CN(CCN(C)C)C.[CH3:20][C:21]([N:24]([CH3:38])[C:25](=[O:37])[C:26]1[CH:31]=[CH:30][CH:29]=[C:28]([F:32])[C:27]=1[Si:33]([CH3:36])([CH3:35])[CH3:34])([CH3:23])[CH3:22].CI.C(O)(=O)CC(CC(O)=O)(C(O)=O)O, predict the reaction product. The product is: [CH3:23][C:21]([N:24]([CH3:38])[C:25](=[O:37])[C:26]1[C:31]([CH3:2])=[CH:30][CH:29]=[C:28]([F:32])[C:27]=1[Si:33]([CH3:34])([CH3:35])[CH3:36])([CH3:20])[CH3:22]. (3) Given the reactants [C:1]([O:5][C:6](=[O:28])[CH2:7][CH:8]([NH:19]C(C)C1C=CC=CC=1)[C:9]1[CH:18]=[CH:17][C:16]2[C:11](=[CH:12][CH:13]=[CH:14][CH:15]=2)[N:10]=1)([CH3:4])([CH3:3])[CH3:2].CCOCC.[K+].[Br-], predict the reaction product. The product is: [C:1]([O:5][C:6](=[O:28])[CH2:7][CH:8]([NH2:19])[C:9]1[CH:18]=[CH:17][C:16]2[C:11](=[CH:12][CH:13]=[CH:14][CH:15]=2)[N:10]=1)([CH3:4])([CH3:2])[CH3:3]. (4) Given the reactants [Cl:1][C:2]1[C:3]2[CH:10]=[CH:9][NH:8][C:4]=2[N:5]=[CH:6][N:7]=1.[Cl:11]N1C(=O)CCC1=O, predict the reaction product. The product is: [Cl:1][C:2]1[C:3]2[C:10]([Cl:11])=[CH:9][NH:8][C:4]=2[N:5]=[CH:6][N:7]=1. (5) Given the reactants [CH3:1][O:2][P:3]([CH2:6][C:7]1[CH:12]=[CH:11][CH:10]=[C:9](Br)[N:8]=1)([CH3:5])=[O:4].[NH2:14][C:15]1[S:16][C:17]([C:23]2[CH:28]=[CH:27][C:26]([C:29]([OH:32])([CH3:31])[CH3:30])=[CH:25][C:24]=2[F:33])=[CH:18][C:19]=1[C:20]([NH2:22])=[O:21], predict the reaction product. The product is: [CH3:1][O:2][P:3]([CH2:6][C:7]1[CH:12]=[CH:11][CH:10]=[C:9]([NH:14][C:15]2[S:16][C:17]([C:23]3[CH:28]=[CH:27][C:26]([C:29]([OH:32])([CH3:30])[CH3:31])=[CH:25][C:24]=3[F:33])=[CH:18][C:19]=2[C:20]([NH2:22])=[O:21])[N:8]=1)([CH3:5])=[O:4]. (6) The product is: [Br:1][C:2]1[C:3]([C:14]2[S:16][CH:18]=[C:19]([C:20]([F:23])([F:22])[F:21])[N:15]=2)=[CH:4][C:5]([NH:8][C:9]([NH:11][CH2:12][CH3:13])=[O:10])=[N:6][CH:7]=1. Given the reactants [Br:1][C:2]1[C:3]([C:14](=[S:16])[NH2:15])=[CH:4][C:5]([NH:8][C:9]([NH:11][CH2:12][CH3:13])=[O:10])=[N:6][CH:7]=1.Br[CH2:18][C:19](=O)[C:20]([F:23])([F:22])[F:21], predict the reaction product. (7) Given the reactants [C:1]([O:5][C:6]([N:8]1[CH2:13][CH2:12][N:11]([CH:14]([C:17]2[CH:22]=[CH:21][CH:20]=[CH:19][C:18]=2[C:23]([F:26])([F:25])[F:24])[CH2:15][NH2:16])[CH2:10][CH2:9]1)=[O:7])([CH3:4])([CH3:3])[CH3:2].[CH:27](=O)[CH3:28].C([BH3-])#N.[Na+].[CH3:34][CH2:35]O, predict the reaction product. The product is: [C:1]([O:5][C:6]([N:8]1[CH2:13][CH2:12][N:11]([CH:14]([C:17]2[CH:22]=[CH:21][CH:20]=[CH:19][C:18]=2[C:23]([F:25])([F:26])[F:24])[CH2:15][N:16]([CH2:27][CH3:28])[CH2:34][CH3:35])[CH2:10][CH2:9]1)=[O:7])([CH3:4])([CH3:2])[CH3:3]. (8) Given the reactants [NH2:1][C:2]1[C:7]([NH2:8])=[CH:6][CH:5]=[CH:4][N:3]=1.[C:9]([OH:13])(=[O:12])[CH2:10]O.C(O)(=O)C(C)O.[Mn]([O-])(=O)(=O)=O.[K+], predict the reaction product. The product is: [N:8]1[C:7]2[C:2](=[N:3][CH:4]=[CH:5][CH:6]=2)[NH:1][C:10]=1[C:9]([OH:13])=[O:12].